From a dataset of Peptide-MHC class II binding affinity with 134,281 pairs from IEDB. Regression. Given a peptide amino acid sequence and an MHC pseudo amino acid sequence, predict their binding affinity value. This is MHC class II binding data. The peptide sequence is KFAEGRRGAAEVLVVK. The MHC is HLA-DQA10102-DQB10501 with pseudo-sequence HLA-DQA10102-DQB10501. The binding affinity (normalized) is 0.